The task is: Predict the product of the given reaction.. This data is from Forward reaction prediction with 1.9M reactions from USPTO patents (1976-2016). (1) Given the reactants [OH-:1].[Na+].[ClH:3].C(C1[S:7][C:8]2[CH2:9][CH2:10][C:11]3[CH:26]=[CH:25][CH:24]=[CH:23][C:12]=3[C:13](=[C:16]3[CH2:21][CH2:20][N:19]([CH3:22])[CH2:18][CH2:17]3)[C:14]=2[CH:15]=1)#N.[CH2:27]([OH:29])[CH3:28], predict the reaction product. The product is: [ClH:3].[CH3:22][N:19]1[CH2:20][CH2:21][C:16](=[C:13]2[C:12]3[CH:23]=[CH:24][CH:25]=[CH:26][C:11]=3[CH2:10][CH2:9][C:8]3[S:7][C:28]([C:27]([OH:1])=[O:29])=[CH:15][C:14]2=3)[CH2:17][CH2:18]1. (2) The product is: [NH2:1][C:2]1[C:3]([C:9]([NH:11][C:12]2[CH:13]=[N:14][N:15]([CH2:31][CH:32]([F:34])[F:33])[C:16]=2[N:17]2[CH2:23][CH2:22][CH2:21][C@@H:20]([NH:24][C:25](=[O:30])[C:26]([F:29])([F:28])[F:27])[CH2:19][CH2:18]2)=[O:10])=[N:4][C:5]([C:37]2[CH:38]=[CH:39][CH:40]=[CH:41][C:36]=2[F:35])=[CH:6][CH:7]=1. Given the reactants [NH2:1][C:2]1[C:3]([C:9]([NH:11][C:12]2[CH:13]=[N:14][N:15]([CH2:31][CH:32]([F:34])[F:33])[C:16]=2[N:17]2[CH2:23][CH2:22][CH2:21][C@@H:20]([NH:24][C:25](=[O:30])[C:26]([F:29])([F:28])[F:27])[CH2:19][CH2:18]2)=[O:10])=[N:4][C:5](Br)=[CH:6][CH:7]=1.[F:35][C:36]1[CH:41]=[CH:40][CH:39]=[CH:38][C:37]=1B(O)O.C([O-])(=O)C.[K+].C(=O)([O-])[O-].[Na+].[Na+], predict the reaction product.